From a dataset of Reaction yield outcomes from USPTO patents with 853,638 reactions. Predict the reaction yield, written as a fraction of the theoretical maximum amount of product (1.0 means a 100% yield; for example, 0.34 means a 34% yield). (1) The reactants are C([N:8]1[CH2:13][CH2:12][C:11]([C:15]2[C:16]([C:37]3[CH:42]=[CH:41][N:40]=[CH:39][CH:38]=3)=[C:17]([C:30]3[CH:35]=[CH:34][C:33]([F:36])=[CH:32][CH:31]=3)[N:18]([Si](C(C)C)(C(C)C)C(C)C)[CH:19]=2)(O)[CH2:10][CH2:9]1)C1C=CC=CC=1.[ClH:43]. The catalyst is CO.O.O1CCOCC1. The product is [ClH:43].[ClH:43].[F:36][C:33]1[CH:34]=[CH:35][C:30]([C:17]2[NH:18][CH:19]=[C:15]([C:11]3[CH2:12][CH2:13][NH:8][CH2:9][CH:10]=3)[C:16]=2[C:37]2[CH:42]=[CH:41][N:40]=[CH:39][CH:38]=2)=[CH:31][CH:32]=1. The yield is 0.800. (2) The reactants are [F:1][C:2]1[C:10]2[O:9][CH2:8][CH2:7][C:6]=2[CH:5]=[C:4]([N+:11]([O-])=O)[CH:3]=1.Cl. The catalyst is C(O)C.[Fe]. The product is [F:1][C:2]1[C:10]2[O:9][CH2:8][CH2:7][C:6]=2[CH:5]=[C:4]([NH2:11])[CH:3]=1. The yield is 0.931. (3) The reactants are O=S(Cl)Cl.[C:5]([C:9]1[NH:10][C:11]2[C:16]([CH:17]=1)=[CH:15][C:14]([N+:18]([O-:20])=[O:19])=[CH:13][C:12]=2[C:21]([OH:23])=[O:22])([CH3:8])([CH3:7])[CH3:6].[CH3:24]O. No catalyst specified. The product is [C:5]([C:9]1[NH:10][C:11]2[C:16]([CH:17]=1)=[CH:15][C:14]([N+:18]([O-:20])=[O:19])=[CH:13][C:12]=2[C:21]([O:23][CH3:24])=[O:22])([CH3:8])([CH3:6])[CH3:7]. The yield is 0.700. (4) The reactants are [CH3:1][O:2][C:3]1[CH:8]=[CH:7][C:6]([C:9]2[N:14]=[C:13]([NH:15][CH2:16][CH2:17][CH2:18][O:19][C:20]3[CH:21]=[C:22]4[C:26](=[CH:27][CH:28]=3)[C@H:25]([CH2:29][C:30]([O:32]CC)=[O:31])[CH2:24][CH2:23]4)[C:12]([C:35]([F:38])([F:37])[F:36])=[CH:11][CH:10]=2)=[CH:5][CH:4]=1.O.[Li+].[OH-]. The catalyst is C1COCC1.CO. The product is [CH3:1][O:2][C:3]1[CH:4]=[CH:5][C:6]([C:9]2[N:14]=[C:13]([NH:15][CH2:16][CH2:17][CH2:18][O:19][C:20]3[CH:21]=[C:22]4[C:26](=[CH:27][CH:28]=3)[C@H:25]([CH2:29][C:30]([OH:32])=[O:31])[CH2:24][CH2:23]4)[C:12]([C:35]([F:37])([F:38])[F:36])=[CH:11][CH:10]=2)=[CH:7][CH:8]=1. The yield is 0.800. (5) The reactants are [C:1]([C:3]1[CH:4]=[C:5]([C:13]2[S:17][C:16]([C:18]3[CH:27]=[CH:26][CH:25]=[C:24]4[C:19]=3[CH2:20][CH2:21][CH2:22][C@H:23]4[NH:28]C(=O)OC(C)(C)C)=[N:15][N:14]=2)[CH:6]=[CH:7][C:8]=1[O:9][CH:10]([CH3:12])[CH3:11])#[N:2].[ClH:36]. The catalyst is CO. The product is [ClH:36].[NH2:28][C@@H:23]1[CH2:22][CH2:21][CH2:20][C:19]2[C:18]([C:16]3[S:17][C:13]([C:5]4[CH:6]=[CH:7][C:8]([O:9][CH:10]([CH3:12])[CH3:11])=[C:3]([CH:4]=4)[C:1]#[N:2])=[N:14][N:15]=3)=[CH:27][CH:26]=[CH:25][C:24]1=2. The yield is 1.13. (6) The reactants are [Br:1][C:2]1[CH:11]=[C:10]2[C:5]([CH:6]=[CH:7][C:8]([OH:12])=[CH:9]2)=[CH:4][CH:3]=1.C([O-])([O-])=O.[Cs+].[Cs+].CS(O[C@H:24]1[CH2:29][CH2:28][C@@H:27]([C:30]([F:33])([F:32])[F:31])[CH2:26][CH2:25]1)(=O)=O. The catalyst is CN(C=O)C.CCOC(C)=O. The product is [Br:1][C:2]1[CH:3]=[CH:4][C:5]2[C:10](=[CH:9][C:8]([O:12][C@H:24]3[CH2:29][CH2:28][C@@H:27]([C:30]([F:33])([F:32])[F:31])[CH2:26][CH2:25]3)=[CH:7][CH:6]=2)[CH:11]=1. The yield is 0.550. (7) The reactants are Cl[C:2]1[CH:3]=[C:4]([CH:22]=[CH:23][N:24]=1)[C:5]([NH:7][C:8]1[S:9][CH:10]=[C:11]([C:13]2[C:18]([CH3:19])=[CH:17][C:16]([CH3:20])=[CH:15][C:14]=2[CH3:21])[N:12]=1)=[O:6].[NH:25]1[CH2:30][CH2:29][CH2:28][CH2:27][CH2:26]1.O. The catalyst is CN1CCCC1=O. The product is [C:14]1([CH3:21])[CH:15]=[C:16]([CH3:20])[CH:17]=[C:18]([CH3:19])[C:13]=1[C:11]1[N:12]=[C:8]([NH:7][C:5](=[O:6])[C:4]2[CH:22]=[CH:23][N:24]=[C:2]([N:25]3[CH2:30][CH2:29][CH2:28][CH2:27][CH2:26]3)[CH:3]=2)[S:9][CH:10]=1. The yield is 0.380.